This data is from Reaction yield outcomes from USPTO patents with 853,638 reactions. The task is: Predict the reaction yield, written as a fraction of the theoretical maximum amount of product (1.0 means a 100% yield; for example, 0.34 means a 34% yield). (1) The reactants are C1(N=C=NC2CCCCC2)CCCCC1.[O:16]1[C:20]2[CH:21]=[CH:22][C:23]([C:25]3[C:26]([CH2:41][O:42][CH2:43][C:44]4[CH:49]=[CH:48][CH:47]=[CH:46][CH:45]=4)=[C:27]([C:38](O)=[O:39])[CH:28]=[C:29]4[C:37]=3[C:33]3[O:34][CH2:35][O:36][C:32]=3[CH:31]=[CH:30]4)=[CH:24][C:19]=2[O:18][CH2:17]1.[CH2:50]([O:57][CH2:58][CH2:59][CH2:60][NH2:61])[C:51]1[CH:56]=[CH:55][CH:54]=[CH:53][CH:52]=1.O.ON1C2C=CC=CC=2N=N1. The catalyst is C(Cl)Cl. The product is [CH2:50]([O:57][CH2:58][CH2:59][CH2:60][NH:61][C:38]([C:27]1[CH:28]=[C:29]2[C:37](=[C:25]([C:23]3[CH:22]=[CH:21][C:20]4[O:16][CH2:17][O:18][C:19]=4[CH:24]=3)[C:26]=1[CH2:41][O:42][CH2:43][C:44]1[CH:49]=[CH:48][CH:47]=[CH:46][CH:45]=1)[C:33]1[O:34][CH2:35][O:36][C:32]=1[CH:31]=[CH:30]2)=[O:39])[C:51]1[CH:56]=[CH:55][CH:54]=[CH:53][CH:52]=1. The yield is 0.850. (2) The reactants are [Br:1][C:2]1[CH:3]=[C:4]2[C:8](=[CH:9][CH:10]=1)[C@@H:7]([N:11]1[CH2:16][CH2:15][N:14]([C:17]3([CH3:30])[CH2:22][CH2:21][N:20]([C:23]([O:25][C:26]([CH3:29])([CH3:28])[CH3:27])=[O:24])[CH2:19][CH2:18]3)[CH2:13][C@@H:12]1[CH3:31])[C@H:6]([OH:32])[CH2:5]2.[H-].[Na+].I[CH2:36][CH3:37]. The catalyst is O1CCCC1. The product is [Br:1][C:2]1[CH:3]=[C:4]2[C:8](=[CH:9][CH:10]=1)[C@@H:7]([N:11]1[CH2:16][CH2:15][N:14]([C:17]3([CH3:30])[CH2:18][CH2:19][N:20]([C:23]([O:25][C:26]([CH3:27])([CH3:29])[CH3:28])=[O:24])[CH2:21][CH2:22]3)[CH2:13][C@@H:12]1[CH3:31])[C@H:6]([O:32][CH2:36][CH3:37])[CH2:5]2. The yield is 0.820. (3) The reactants are [C:1]([O:5][C:6]([N:8]1[CH2:12][CH2:11][CH2:10][C@H:9]1[CH2:13][OH:14])=[O:7])([CH3:4])([CH3:3])[CH3:2].[Cl:15][C:16]1[CH:21]=[CH:20][C:19]([N+:22]([O-:24])=[O:23])=[CH:18][C:17]=1O. No catalyst specified. The product is [Cl:15][C:16]1[CH:21]=[CH:20][C:19]([N+:22]([O-:24])=[O:23])=[CH:18][C:17]=1[O:14][CH2:13][C@@H:9]1[CH2:10][CH2:11][CH2:12][N:8]1[C:6]([O:5][C:1]([CH3:4])([CH3:3])[CH3:2])=[O:7]. The yield is 0.900. (4) The reactants are [NH2:1][C:2]1[CH:3]=[C:4]([C:8]2[C:16]3[O:15][CH2:14][CH:13]([C:17]4[CH:22]=[CH:21][C:20]([CH:23]([CH3:25])[CH3:24])=[CH:19][CH:18]=4)[C:12]=3[C:11]([CH3:26])=[C:10]([NH:27][C:28](=[O:34])[CH2:29][C:30]([CH3:33])([CH3:32])[CH3:31])[C:9]=2[CH3:35])[CH:5]=[CH:6][CH:7]=1.[C:36](Cl)(=[O:39])[CH2:37][CH3:38]. No catalyst specified. The product is [CH:23]([C:20]1[CH:21]=[CH:22][C:17]([CH:13]2[C:12]3[C:11]([CH3:26])=[C:10]([NH:27][C:28](=[O:34])[CH2:29][C:30]([CH3:33])([CH3:32])[CH3:31])[C:9]([CH3:35])=[C:8]([C:4]4[CH:5]=[CH:6][CH:7]=[C:2]([NH:1][C:36](=[O:39])[CH2:37][CH3:38])[CH:3]=4)[C:16]=3[O:15][CH2:14]2)=[CH:18][CH:19]=1)([CH3:24])[CH3:25]. The yield is 0.840. (5) The reactants are [NH2:1][C:2]1[C:3]([C:9]([O:11][CH3:12])=[O:10])=[N:4][C:5](Br)=[CH:6][CH:7]=1.[F:13][C:14]1[CH:19]=[CH:18][CH:17]=[C:16]([F:20])[C:15]=1B(O)O. The catalyst is C1C=CC(P(C2C=CC=CC=2)[C-]2C=CC=C2)=CC=1.C1C=CC(P(C2C=CC=CC=2)[C-]2C=CC=C2)=CC=1.Cl[Pd]Cl.[Fe+2].C(Cl)Cl.COCCOC. The product is [NH2:1][C:2]1[C:3]([C:9]([O:11][CH3:12])=[O:10])=[N:4][C:5]([C:15]2[C:14]([F:13])=[CH:19][CH:18]=[CH:17][C:16]=2[F:20])=[CH:6][CH:7]=1. The yield is 0.470. (6) The reactants are [CH2:1]([O:3][C:4](=[O:23])[CH2:5][O:6][C:7]1[CH:12]=[CH:11][C:10]([O:13]CC2C=CC=CC=2)=[CH:9][C:8]=1[CH:21]=[CH2:22])[CH3:2].[H][H]. The catalyst is C(O)C.[Pd]. The product is [CH2:1]([O:3][C:4](=[O:23])[CH2:5][O:6][C:7]1[CH:12]=[CH:11][C:10]([OH:13])=[CH:9][C:8]=1[CH2:21][CH3:22])[CH3:2]. The yield is 0.770. (7) The reactants are [OH:1][C:2]1[CH:9]=[CH:8][C:5]([C:6]#[N:7])=[CH:4][CH:3]=1.O[CH2:11][CH2:12][CH2:13][CH2:14][CH2:15][CH2:16][O:17][C:18]1[C:27]2[C:22](=[CH:23][CH:24]=[CH:25][CH:26]=2)[C:21](=[O:28])[C:20](=[O:29])[CH:19]=1.C1C=CC(P(C2C=CC=CC=2)C2C=CC=CC=2)=CC=1.CCOC(/N=N/C(OCC)=O)=O. The catalyst is O1CCOCC1. The product is [C:6]([C:5]1[CH:8]=[CH:9][C:2]([O:1][CH2:11][CH2:12][CH2:13][CH2:14][CH2:15][CH2:16][O:17][C:18]2[C:27]3[C:22](=[CH:23][CH:24]=[CH:25][CH:26]=3)[C:21](=[O:28])[C:20](=[O:29])[CH:19]=2)=[CH:3][CH:4]=1)#[N:7]. The yield is 0.530. (8) The catalyst is O. The reactants are CN(C)C=O.[Br:6][C:7]1[CH:14]=[CH:13][C:10]([CH2:11][OH:12])=[CH:9][CH:8]=1.[H-].[Na+].F[C:18]1[CH:23]=[CH:22][C:21]([CH3:24])=[CH:20][N:19]=1. The product is [Br:6][C:7]1[CH:14]=[CH:13][C:10]([CH2:11][O:12][C:18]2[CH:23]=[CH:22][C:21]([CH3:24])=[CH:20][N:19]=2)=[CH:9][CH:8]=1. The yield is 0.593.